Dataset: CYP2D6 inhibition data for predicting drug metabolism from PubChem BioAssay. Task: Regression/Classification. Given a drug SMILES string, predict its absorption, distribution, metabolism, or excretion properties. Task type varies by dataset: regression for continuous measurements (e.g., permeability, clearance, half-life) or binary classification for categorical outcomes (e.g., BBB penetration, CYP inhibition). Dataset: cyp2d6_veith. (1) The drug is CN(Cc1ccco1)c1ncncc1-c1cccnc1. The result is 0 (non-inhibitor). (2) The drug is COc1ccc2[nH]cc(CCNc3cc(-c4ccccc4C)ncn3)c2c1. The result is 1 (inhibitor). (3) The drug is Cc1nc2cccc([N+](=O)[O-])c2n1CCCN(C)C. The result is 0 (non-inhibitor). (4) The molecule is Cc1noc(C)c1C(=O)N1CCC[C@@]2(CCN(C(c3ccccc3)c3ccccc3)C2)C1. The result is 0 (non-inhibitor). (5) The molecule is CC1(C)CCC(NC(=O)[C@H](N)CCC(=O)O)CC1. The result is 0 (non-inhibitor). (6) The molecule is Cc1ccc(NC(=O)c2c(C(F)(F)F)nn(C)c2Cl)cc1C. The result is 0 (non-inhibitor). (7) The drug is O=C(c1sc2ccccc2c1Cl)N1CCN(c2ccc(F)cc2)CC1. The result is 0 (non-inhibitor).